Dataset: Reaction yield outcomes from USPTO patents with 853,638 reactions. Task: Predict the reaction yield, written as a fraction of the theoretical maximum amount of product (1.0 means a 100% yield; for example, 0.34 means a 34% yield). (1) The reactants are C[O:2][C:3]([C:5]1[CH:6]=[C:7]([F:36])[CH:8]=[C:9]2[C:14]=1[NH:13][CH:12]([C:15]1[CH:20]=[CH:19][CH:18]=[C:17]([N:21]3[CH2:26][CH2:25][N:24]([C:27]4[CH:32]=[CH:31][CH:30]=[CH:29][C:28]=4[CH3:33])[CH2:23][CH2:22]3)[CH:16]=1)[CH2:11][C:10]2([CH3:35])[CH3:34])=[O:4].Cl. The catalyst is CO.O1CCCC1.[OH-].[Na+].O. The product is [F:36][C:7]1[CH:8]=[C:9]2[C:14](=[C:5]([C:3]([OH:4])=[O:2])[CH:6]=1)[NH:13][CH:12]([C:15]1[CH:20]=[CH:19][CH:18]=[C:17]([N:21]3[CH2:22][CH2:23][N:24]([C:27]4[CH:32]=[CH:31][CH:30]=[CH:29][C:28]=4[CH3:33])[CH2:25][CH2:26]3)[CH:16]=1)[CH2:11][C:10]2([CH3:35])[CH3:34]. The yield is 0.900. (2) The reactants are Br[C:2]1[CH:7]=[CH:6][CH:5]=[CH:4][C:3]=1[C:8]1[CH:13]=[CH:12][CH:11]=[CH:10][CH:9]=1.[F:14][C:15]1[CH:20]=CC=[C:17](OC)[C:16]=1B(O)O.CO[CH2:28][CH2:29][O:30][CH3:31].O. No catalyst specified. The product is [F:14][C:15]1[CH:20]=[CH:28][C:29]([O:30][CH3:31])=[C:17]([C:2]2[CH:7]=[CH:6][CH:5]=[CH:4][C:3]=2[C:8]2[CH:13]=[CH:12][CH:11]=[CH:10][CH:9]=2)[CH:16]=1. The yield is 0.890. (3) The reactants are Cl[C:2]1[CH:3]=[C:4]([CH:8]=[CH:9][C:10]=1[N:11]1[C:15]2=[N:16][CH:17]=[CH:18][C:19]([N:20]3[CH:24]=[C:23]([C:25]4[CH:26]=[N:27][N:28]([CH3:30])[CH:29]=4)[N:22]=[CH:21]3)=[C:14]2[C:13]([C:31]([F:34])([F:33])[F:32])=[N:12]1)[C:5]([NH2:7])=[O:6].[C:35]1(B(O)O)[CH:40]=[CH:39][CH:38]=[CH:37][CH:36]=1.C1(P(C2CCCCC2)C2CCCCC2)CCCCC1.P([O-])([O-])([O-])=O.[K+].[K+].[K+]. The catalyst is C1(C)C=CC=CC=1.O.C([O-])(=O)C.[Pd+2].C([O-])(=O)C.C(Cl)(Cl)Cl. The product is [CH3:30][N:28]1[CH:29]=[C:25]([C:23]2[N:22]=[CH:21][N:20]([C:19]3[CH:18]=[CH:17][N:16]=[C:15]4[N:11]([C:10]5[C:2]([C:35]6[CH:40]=[CH:39][CH:38]=[CH:37][CH:36]=6)=[CH:3][C:4]([C:5]([NH2:7])=[O:6])=[CH:8][CH:9]=5)[N:12]=[C:13]([C:31]([F:32])([F:33])[F:34])[C:14]=34)[CH:24]=2)[CH:26]=[N:27]1. The yield is 0.0600. (4) The reactants are O=[C:2]1[CH2:7][CH2:6][N:5]([C:8]([O:10][C:11]([CH3:14])([CH3:13])[CH3:12])=[O:9])[CH2:4][CH2:3]1.[N:15]1[CH:20]=[CH:19][CH:18]=[C:17]([NH2:21])[C:16]=1[NH2:22].C(O[BH-](OC(=O)C)OC(=O)C)(=O)C.[Na+]. The catalyst is ClCCCl. The product is [NH2:22][C:16]1[C:17]([NH:21][CH:2]2[CH2:7][CH2:6][N:5]([C:8]([O:10][C:11]([CH3:14])([CH3:13])[CH3:12])=[O:9])[CH2:4][CH2:3]2)=[CH:18][CH:19]=[CH:20][N:15]=1. The yield is 0.480.